From a dataset of Catalyst prediction with 721,799 reactions and 888 catalyst types from USPTO. Predict which catalyst facilitates the given reaction. (1) Reactant: Cl[C:2]1[N:3]=[C:4]([N:22]2[CH2:27][CH2:26][O:25][CH2:24][CH2:23]2)[C:5]2[CH:10]=[CH:9][N:8]([CH2:11][C:12]3[CH:13]=[C:14]([NH:18][C:19]([NH2:21])=[O:20])[CH:15]=[CH:16][CH:17]=3)[C:6]=2[N:7]=1.[OH:28][CH2:29][C:30]1[CH:31]=[C:32](B(O)O)[CH:33]=[CH:34][CH:35]=1.C(=O)([O-])[O-].[Na+].[Na+]. Product: [OH:28][CH2:29][C:30]1[CH:35]=[C:34]([C:2]2[N:3]=[C:4]([N:22]3[CH2:27][CH2:26][O:25][CH2:24][CH2:23]3)[C:5]3[CH:10]=[CH:9][N:8]([CH2:11][C:12]4[CH:13]=[C:14]([NH:18][C:19]([NH2:21])=[O:20])[CH:15]=[CH:16][CH:17]=4)[C:6]=3[N:7]=2)[CH:33]=[CH:32][CH:31]=1. The catalyst class is: 276. (2) Reactant: [CH3:1][NH:2][S:3]([CH:6]1[CH2:10][CH2:9][N:8](C(OCC2C=CC=CC=2)=O)[CH2:7]1)(=[O:5])=[O:4]. Product: [CH3:1][NH:2][S:3]([CH:6]1[CH2:10][CH2:9][NH:8][CH2:7]1)(=[O:5])=[O:4]. The catalyst class is: 19. (3) Reactant: O=O.[CH3:3][O:4]/[C:5](=[CH:9]\[C:10]1[C:15]2[S:16][CH:17]=[CH:18][C:14]=2[C:13]([O:19][CH2:20][CH2:21][C:22]2[N:23]=[C:24]([C:28]3[CH:33]=[CH:32][CH:31]=[CH:30][CH:29]=3)[O:25][C:26]=2[CH3:27])=[CH:12][CH:11]=1)/[C:6]([OH:8])=[O:7].C1([C@@H](N)C)C=CC=CC=1.[H][H]. Product: [CH3:3][O:4][C@H:5]([CH2:9][C:10]1[C:15]2[S:16][CH:17]=[CH:18][C:14]=2[C:13]([O:19][CH2:20][CH2:21][C:22]2[N:23]=[C:24]([C:28]3[CH:33]=[CH:32][CH:31]=[CH:30][CH:29]=3)[O:25][C:26]=2[CH3:27])=[CH:12][CH:11]=1)[C:6]([OH:8])=[O:7]. The catalyst class is: 4. (4) Reactant: C[Si]([N-][Si](C)(C)C)(C)C.[K+].[F:11][CH2:12][C:13]1([C:20]([O:22][CH2:23][CH3:24])=[O:21])[CH2:18][CH2:17][C:16](=[O:19])[CH2:15][CH2:14]1.[F:25][C:26]([F:45])([F:44])[S:27](N(C1C=CC=CC=1)[S:27]([C:26]([F:45])([F:44])[F:25])(=[O:29])=[O:28])(=[O:29])=[O:28]. Product: [F:11][CH2:12][C:13]1([C:20]([O:22][CH2:23][CH3:24])=[O:21])[CH2:14][CH2:15][C:16]([O:19][S:27]([C:26]([F:45])([F:44])[F:25])(=[O:29])=[O:28])=[CH:17][CH2:18]1. The catalyst class is: 1. (5) Reactant: [CH2:1]([O:4][C:5](=[O:16])[C:6]1[CH:11]=[CH:10][C:9](F)=[C:8]([N+:13]([O-:15])=[O:14])[CH:7]=1)[CH:2]=[CH2:3].[C:17]([O:21][C:22]([N:24]1[CH2:29][CH2:28][CH:27]([NH2:30])[CH2:26][CH2:25]1)=[O:23])([CH3:20])([CH3:19])[CH3:18].C(N(C(C)C)C(C)C)C.O. Product: [C:17]([O:21][C:22]([N:24]1[CH2:29][CH2:28][CH:27]([NH:30][C:9]2[CH:10]=[CH:11][C:6]([C:5]([O:4][CH2:1][CH:2]=[CH2:3])=[O:16])=[CH:7][C:8]=2[N+:13]([O-:15])=[O:14])[CH2:26][CH2:25]1)=[O:23])([CH3:20])([CH3:18])[CH3:19]. The catalyst class is: 3. (6) Reactant: CN(C)/[CH:3]=[C:4]1\[CH2:5][CH2:6][CH:7]=[C:8]([O:11][CH2:12][CH3:13])[C:9]\1=O.[C:15]([NH2:23])(=[NH:22])[C:16]1[CH:21]=[CH:20][CH:19]=[CH:18][CH:17]=1. Product: [CH2:12]([O:11][C:8]1[C:9]2[N:23]=[C:15]([C:16]3[CH:21]=[CH:20][CH:19]=[CH:18][CH:17]=3)[N:22]=[CH:3][C:4]=2[CH2:5][CH2:6][CH:7]=1)[CH3:13]. The catalyst class is: 8.